From a dataset of Full USPTO retrosynthesis dataset with 1.9M reactions from patents (1976-2016). Predict the reactants needed to synthesize the given product. (1) Given the product [NH2:1][CH:4]1[CH:8]([OH:9])[CH2:7][N:6]([C:10]([O:12][CH2:13][C:14]2[CH:19]=[CH:18][CH:17]=[CH:16][CH:15]=2)=[O:11])[CH2:5]1, predict the reactants needed to synthesize it. The reactants are: [N:1]([C@H:4]1[C@H:8]([OH:9])[CH2:7][N:6]([C:10]([O:12][CH2:13][C:14]2[CH:19]=[CH:18][CH:17]=[CH:16][CH:15]=2)=[O:11])[CH2:5]1)=[N+]=[N-].C1(P(C2C=CC=CC=2)C2C=CC=CC=2)C=CC=CC=1.O. (2) Given the product [Cl:1][C:2]1[CH:3]=[CH:4][C:5]([C@H:8]2[CH2:9][CH2:10][C@H:11]([C:14]3[C:20](=[O:31])[C:29]4[C:24]([C:23](=[O:30])[CH:22]=3)=[CH:25][CH:26]=[CH:27][CH:28]=4)[CH2:12][CH2:13]2)=[CH:6][CH:7]=1, predict the reactants needed to synthesize it. The reactants are: [Cl:1][C:2]1[CH:7]=[CH:6][C:5]([C@H:8]2[CH2:13][CH2:12][C@H:11]([C:14](O)=O)[CH2:10][CH2:9]2)=[CH:4][CH:3]=1.C(#N)C.[C:20]1(=[O:31])[C:29]2[C:24](=[CH:25][CH:26]=[CH:27][CH:28]=2)[C:23](=[O:30])[CH:22]=C1.S(OOS([O-])(=O)=O)([O-])(=O)=O.[NH4+].[NH4+]. (3) Given the product [CH2:54]([O:53][C@@H:7]1[C@@H:6]([O:61][CH2:62][C:63]2[CH:64]=[CH:65][CH:66]=[CH:67][CH:68]=2)[C@@H:5]([OH:4])[C@@H:43]([CH2:44][O:45][CH2:46][C:47]2[CH:48]=[CH:49][CH:50]=[CH:51][CH:52]=2)[O:42][C@@H:8]1[O:9][C@H:10]1[C@H:14]([O:15][CH2:16][C:17]2[CH:18]=[CH:19][CH:20]=[CH:21][CH:22]=2)[CH2:13][N:12]([C:23]([O:25][CH2:26][C:27]2[CH:32]=[CH:31][CH:30]=[CH:29][CH:28]=2)=[O:24])[C@@H:11]1[CH2:33][O:34][CH2:35][C:36]1[CH:37]=[CH:38][CH:39]=[CH:40][CH:41]=1)[C:55]1[CH:60]=[CH:59][CH:58]=[CH:57][CH:56]=1, predict the reactants needed to synthesize it. The reactants are: C([O:4][C@H:5]1[C@@H:43]([CH2:44][O:45][CH2:46][C:47]2[CH:52]=[CH:51][CH:50]=[CH:49][CH:48]=2)[O:42][C@H:8]([O:9][C@H:10]2[C@H:14]([O:15][CH2:16][C:17]3[CH:22]=[CH:21][CH:20]=[CH:19][CH:18]=3)[CH2:13][N:12]([C:23]([O:25][CH2:26][C:27]3[CH:32]=[CH:31][CH:30]=[CH:29][CH:28]=3)=[O:24])[C@@H:11]2[CH2:33][O:34][CH2:35][C:36]2[CH:41]=[CH:40][CH:39]=[CH:38][CH:37]=2)[C@H:7]([O:53][CH2:54][C:55]2[CH:60]=[CH:59][CH:58]=[CH:57][CH:56]=2)[C@H:6]1[O:61][CH2:62][C:63]1[CH:68]=[CH:67][CH:66]=[CH:65][CH:64]=1)(=O)C.C(=O)([O-])[O-].[K+].[K+]. (4) Given the product [F:1][C:2]1[CH:19]=[CH:18][C:5]([CH2:6][C:7]2[O:8][C:9]3[CH:15]=[CH:14][C:13]([CH2:16][N:43]4[C:39](=[O:49])[C:40]5[C:41](=[CH:45][CH:46]=[CH:47][CH:48]=5)[C:42]4=[O:44])=[CH:12][C:10]=3[CH:11]=2)=[CH:4][CH:3]=1, predict the reactants needed to synthesize it. The reactants are: [F:1][C:2]1[CH:19]=[CH:18][C:5]([CH2:6][C:7]2[O:8][C:9]3[CH:15]=[CH:14][C:13]([CH2:16]O)=[CH:12][C:10]=3[CH:11]=2)=[CH:4][CH:3]=1.C1(P(C2C=CC=CC=2)C2C=CC=CC=2)C=CC=CC=1.[C:39]1(=[O:49])[NH:43][C:42](=[O:44])[C:41]2=[CH:45][CH:46]=[CH:47][CH:48]=[C:40]12.CCOC(/N=N/C(OCC)=O)=O. (5) Given the product [F:16][C:17]1[CH:18]=[C:19]([N:23]2[CH2:28][CH2:27][N:26]([C:9]([O:11][C:12]([CH3:13])([CH3:14])[CH3:15])=[O:10])[CH2:25][CH2:24]2)[CH:20]=[CH:21][CH:22]=1, predict the reactants needed to synthesize it. The reactants are: [C:9](O[C:9]([O:11][C:12]([CH3:15])([CH3:14])[CH3:13])=[O:10])([O:11][C:12]([CH3:15])([CH3:14])[CH3:13])=[O:10].[F:16][C:17]1[CH:18]=[C:19]([N:23]2[CH2:28][CH2:27][NH:26][CH2:25][CH2:24]2)[CH:20]=[CH:21][CH:22]=1.C(N(CC)CC)C. (6) Given the product [F:23][C:24]([F:43])([F:42])[S:25]([O:20][C:17]1[CH:18]=[CH:19][C:14]([N:9]2[C:8](=[O:22])[C:7]3[C:2]([NH2:1])=[N:3][CH:4]=[N:5][C:6]=3[O:12][C@H:11]([CH3:13])[CH2:10]2)=[CH:15][C:16]=1[F:21])(=[O:27])=[O:26], predict the reactants needed to synthesize it. The reactants are: [NH2:1][C:2]1[C:7]2[C:8](=[O:22])[N:9]([C:14]3[CH:19]=[CH:18][C:17]([OH:20])=[C:16]([F:21])[CH:15]=3)[CH2:10][C@@H:11]([CH3:13])[O:12][C:6]=2[N:5]=[CH:4][N:3]=1.[F:23][C:24]([F:43])([F:42])[S:25](N(C1C=CC=CC=1)[S:25]([C:24]([F:43])([F:42])[F:23])(=[O:27])=[O:26])(=[O:27])=[O:26].C(=O)([O-])[O-].[K+].[K+].